From a dataset of Full USPTO retrosynthesis dataset with 1.9M reactions from patents (1976-2016). Predict the reactants needed to synthesize the given product. (1) Given the product [ClH:28].[CH3:7][C:6]1([CH3:8])[C:2]([CH3:1])([CH3:27])[O:3][B:4]([C:9]2[CH:10]=[CH:11][C:12]3[O:18][CH2:17][CH2:16][NH:15][CH2:14][C:13]=3[CH:26]=2)[O:5]1, predict the reactants needed to synthesize it. The reactants are: [CH3:1][C:2]1([CH3:27])[C:6]([CH3:8])([CH3:7])[O:5][B:4]([C:9]2[CH:10]=[CH:11][C:12]3[O:18][CH2:17][CH2:16][N:15](C(OC(C)(C)C)=O)[CH2:14][C:13]=3[CH:26]=2)[O:3]1.[ClH:28]. (2) Given the product [F:25][C:6]1[CH:5]=[C:4]2[C:9]([CH:10]=[C:11]([C@@H:12]([N:14]3[C:15](=[O:24])[C:16]4[C:21](=[CH:20][CH:19]=[CH:18][CH:17]=4)[C:22]3=[O:23])[CH3:13])[C:2]([CH2:27][CH:28]([CH3:30])[CH3:29])=[N:3]2)=[CH:8][CH:7]=1, predict the reactants needed to synthesize it. The reactants are: Cl[C:2]1[C:11]([C@@H:12]([N:14]2[C:22](=[O:23])[C:21]3[C:16](=[CH:17][CH:18]=[CH:19][CH:20]=3)[C:15]2=[O:24])[CH3:13])=[CH:10][C:9]2[C:4](=[CH:5][C:6]([F:25])=[CH:7][CH:8]=2)[N:3]=1.[Br-].[CH2:27]([Zn+])[CH:28]([CH3:30])[CH3:29].C1COCC1. (3) The reactants are: [Cl:1][C:2]1[CH:3]=[C:4]([N:9]2[C:18](=[O:19])[C:17]3[C:12](=[CH:13][CH:14]=[CH:15][CH:16]=3)[N:11]=[C:10]2[SH:20])[CH:5]=[CH:6][C:7]=1[Cl:8].[S:21]1[C:25]2[CH:26]=[C:27]([NH:30][C:31](=[O:34])[CH2:32]Cl)[CH:28]=[CH:29][C:24]=2[N:23]=[CH:22]1. Given the product [S:21]1[C:25]2[CH:26]=[C:27]([NH:30][C:31](=[O:34])[CH2:32][S:20][C:10]3[N:9]([C:4]4[CH:5]=[CH:6][C:7]([Cl:8])=[C:2]([Cl:1])[CH:3]=4)[C:18](=[O:19])[C:17]4[C:12](=[CH:13][CH:14]=[CH:15][CH:16]=4)[N:11]=3)[CH:28]=[CH:29][C:24]=2[N:23]=[CH:22]1, predict the reactants needed to synthesize it. (4) Given the product [O:1]1[CH2:6][CH2:5][NH:4][C:3]2[N:7]=[CH:8][C:9](/[CH:11]=[CH:12]/[C:13]([N:43]([CH3:44])[CH2:42][C:35]3[C:36]4[C:41](=[CH:40][CH:39]=[CH:38][CH:37]=4)[N:33]([CH3:32])[CH:34]=3)=[O:15])=[CH:10][C:2]1=2, predict the reactants needed to synthesize it. The reactants are: [O:1]1[CH2:6][CH2:5][NH:4][C:3]2[N:7]=[CH:8][C:9](/[CH:11]=[CH:12]/[C:13]([OH:15])=O)=[CH:10][C:2]1=2.Cl.O=C1CC2C(=CC=C(/C=C/C(O)=O)C=2)N1.[CH3:32][N:33]1[C:41]2[C:36](=[CH:37][CH:38]=[CH:39][CH:40]=2)[C:35]([CH2:42][NH:43][CH3:44])=[CH:34]1.CC1NC2C(C=1CNC)=CC=CC=2. (5) The reactants are: [Cl:1][C:2]1[CH:3]=[C:4]([CH2:9][C:10]([O:12][CH3:13])=[O:11])[CH:5]=[CH:6][C:7]=1[OH:8].[CH3:14][O:15][C:16]1[CH:23]=[CH:22][C:19]([CH2:20]Cl)=[CH:18][CH:17]=1.C(=O)([O-])[O-].[K+].[K+].C(Cl)Cl. Given the product [Cl:1][C:2]1[CH:3]=[C:4]([CH2:9][C:10]([O:12][CH3:13])=[O:11])[CH:5]=[CH:6][C:7]=1[O:8][CH2:20][C:19]1[CH:22]=[CH:23][C:16]([O:15][CH3:14])=[CH:17][CH:18]=1, predict the reactants needed to synthesize it. (6) Given the product [F:64][C:50](=[C:51]1[CH2:56][CH2:55][N:54]([C:57]([O:59][C:60]([CH3:63])([CH3:62])[CH3:61])=[O:58])[CH2:53][CH2:52]1)[C:32]#[C:31][C:25]1[CH:30]=[CH:29][CH:28]=[CH:27][CH:26]=1, predict the reactants needed to synthesize it. The reactants are: C(C1C=C(C#CC=C2CCN(C(OC(C)(C)C)=O)CC2)C=NC=1)#N.[C:25]1([C:31]#[CH:32])[CH:30]=[CH:29][CH:28]=[CH:27][CH:26]=1.C(=C1CCN(C(OC(C)(C)C)=O)CC1)C#C.Br[C:50]([F:64])=[C:51]1[CH2:56][CH2:55][N:54]([C:57]([O:59][C:60]([CH3:63])([CH3:62])[CH3:61])=[O:58])[CH2:53][CH2:52]1. (7) Given the product [F:1][C:2]1[CH:3]=[C:4]([CH:8]=[CH:9][C:10]=1[O:11][C:12]([F:15])([F:14])[F:13])[C:5]([N:18]([O:19][CH3:20])[CH3:17])=[O:7], predict the reactants needed to synthesize it. The reactants are: [F:1][C:2]1[CH:3]=[C:4]([CH:8]=[CH:9][C:10]=1[O:11][C:12]([F:15])([F:14])[F:13])[C:5]([OH:7])=O.Cl.[CH3:17][NH:18][O:19][CH3:20].O.ON1C2C=CC=CC=2N=N1.Cl.CN(C)CCCN=C=NCC.C(=O)([O-])O.[Na+].